Dataset: NCI-60 drug combinations with 297,098 pairs across 59 cell lines. Task: Regression. Given two drug SMILES strings and cell line genomic features, predict the synergy score measuring deviation from expected non-interaction effect. Drug 1: CC12CCC3C(C1CCC2=O)CC(=C)C4=CC(=O)C=CC34C. Drug 2: CC1=CC2C(CCC3(C2CCC3(C(=O)C)OC(=O)C)C)C4(C1=CC(=O)CC4)C. Cell line: MCF7. Synergy scores: CSS=10.3, Synergy_ZIP=7.77, Synergy_Bliss=2.75, Synergy_Loewe=-32.5, Synergy_HSA=-5.95.